Predict the product of the given reaction. From a dataset of Forward reaction prediction with 1.9M reactions from USPTO patents (1976-2016). (1) Given the reactants [CH2:1]([NH2:9])[CH2:2][CH2:3][CH2:4][CH2:5][CH2:6][CH2:7][CH3:8].[C:10](=[O:12])=[O:11].[OH2:13], predict the reaction product. The product is: [CH2:1]([O:11][C:10](=[O:13])[O-:12])[CH2:2][CH2:3][CH2:4][CH2:5][CH2:6][CH2:7][CH3:8].[CH2:1]([NH3+:9])[CH2:2][CH2:3][CH2:4][CH2:5][CH2:6][CH2:7][CH3:8]. (2) Given the reactants [OH:1][C:2]1[CH:7]=[CH:6][C:5]([CH2:8][CH2:9][C:10]([O:12][CH3:13])=[O:11])=[CH:4][CH:3]=1.Br[CH2:15][C:16]1[CH:29]=[CH:28][C:19]([C:20]([C:22]2[CH:27]=[CH:26][CH:25]=[CH:24][CH:23]=2)=[O:21])=[CH:18][CH:17]=1.C(=O)([O-])[O-].[K+].[K+].O, predict the reaction product. The product is: [C:20]([C:19]1[CH:18]=[CH:17][C:16]([CH2:15][O:1][C:2]2[CH:3]=[CH:4][C:5]([CH2:8][CH2:9][C:10]([O:12][CH3:13])=[O:11])=[CH:6][CH:7]=2)=[CH:29][CH:28]=1)(=[O:21])[C:22]1[CH:23]=[CH:24][CH:25]=[CH:26][CH:27]=1. (3) Given the reactants [OH:1][CH2:2][CH:3]1[CH:9]([NH:10][C:11](=[O:17])[O:12][C:13]([CH3:16])([CH3:15])[CH3:14])[CH2:8][C@@H:7]2[O:18][C@H:4]1[CH2:5][CH2:6]2.O[C:20]1[CH:25]=[CH:24][C:23]([C:26]2[CH:33]=[CH:32][C:29]([C:30]#[N:31])=[CH:28][N:27]=2)=[CH:22][CH:21]=1.C1CCN(C(N=NC(N2CCCCC2)=O)=O)CC1.P(CCCC)(CCCC)CCCC, predict the reaction product. The product is: [C:30]([C:29]1[CH:32]=[CH:33][C:26]([C:23]2[CH:22]=[CH:21][C:20]([O:1][CH2:2][CH:3]3[CH:9]([NH:10][C:11](=[O:17])[O:12][C:13]([CH3:14])([CH3:15])[CH3:16])[CH2:8][C@@H:7]4[O:18][C@H:4]3[CH2:5][CH2:6]4)=[CH:25][CH:24]=2)=[N:27][CH:28]=1)#[N:31]. (4) Given the reactants Cl[C:2]1[N:7]=[CH:6][C:5]([C:8](=[O:10])[CH3:9])=[CH:4][CH:3]=1.[CH3:11][N:12]1[CH2:17][CH2:16][NH:15][CH2:14][CH2:13]1, predict the reaction product. The product is: [CH3:11][N:12]1[CH2:17][CH2:16][N:15]([C:2]2[N:7]=[CH:6][C:5]([C:8](=[O:10])[CH3:9])=[CH:4][CH:3]=2)[CH2:14][CH2:13]1.